From a dataset of Catalyst prediction with 721,799 reactions and 888 catalyst types from USPTO. Predict which catalyst facilitates the given reaction. (1) Reactant: Br[C:2]1[CH:7]=[CH:6][C:5]([Br:8])=[CH:4][N:3]=1.[CH3:9][O-:10].[Na+].O. Product: [Br:8][C:5]1[CH:6]=[CH:7][C:2]([O:10][CH3:9])=[N:3][CH:4]=1. The catalyst class is: 5. (2) Reactant: [OH:1][CH:2]1[C:11]2[C:6](=[CH:7][CH:8]=[CH:9][CH:10]=2)[C:5](=[O:12])[O:4][CH2:3]1.N1C=CN=C1.[Si:18](Cl)([C:21]([CH3:24])([CH3:23])[CH3:22])([CH3:20])[CH3:19]. Product: [Si:18]([O:1][CH:2]1[C:11]2[C:6](=[CH:7][CH:8]=[CH:9][CH:10]=2)[C:5](=[O:12])[O:4][CH2:3]1)([C:21]([CH3:24])([CH3:23])[CH3:22])([CH3:20])[CH3:19]. The catalyst class is: 2.